Dataset: Forward reaction prediction with 1.9M reactions from USPTO patents (1976-2016). Task: Predict the product of the given reaction. (1) Given the reactants [CH3:1][O:2][C:3]([C:5]1[NH:6][N:7]=[C:8]([OH:10])[CH:9]=1)=[O:4].[C:11](=O)([O-])[O-].[Cs+].[Cs+].CI, predict the reaction product. The product is: [CH3:1][O:2][C:3]([C:5]1[N:6]([CH3:11])[N:7]=[C:8]([OH:10])[CH:9]=1)=[O:4]. (2) Given the reactants [C:1]1(B(O)O)[CH:6]=[CH:5][CH:4]=[CH:3][CH:2]=1.Br[C:11]1[S:12][CH:13]=[C:14]([Br:16])[N:15]=1, predict the reaction product. The product is: [C:1]1([C:11]2[S:12][CH:13]=[C:14]([Br:16])[N:15]=2)[CH:6]=[CH:5][CH:4]=[CH:3][CH:2]=1.